The task is: Predict the reaction yield, written as a fraction of the theoretical maximum amount of product (1.0 means a 100% yield; for example, 0.34 means a 34% yield).. This data is from Reaction yield outcomes from USPTO patents with 853,638 reactions. (1) The reactants are CS([C:5]1[N:10]=[C:9]([O:11][C:12]2[CH:17]=[CH:16][C:15]([O:18][C:19]3[CH:24]=[CH:23][CH:22]=[CH:21][CH:20]=3)=[CH:14][CH:13]=2)[C:8]([C:25]([NH2:27])=[O:26])=[CH:7][N:6]=1)(=O)=O.[NH2:28][CH:29]1[CH2:34][CH2:33][CH2:32][N:31]([C:35]([O:37][C:38]([CH3:41])([CH3:40])[CH3:39])=[O:36])[CH2:30]1.CCN(C(C)C)C(C)C. The catalyst is CN(C)C=O. The product is [C:25]([C:8]1[C:9]([O:11][C:12]2[CH:17]=[CH:16][C:15]([O:18][C:19]3[CH:24]=[CH:23][CH:22]=[CH:21][CH:20]=3)=[CH:14][CH:13]=2)=[N:10][C:5]([NH:28][CH:29]2[CH2:34][CH2:33][CH2:32][N:31]([C:35]([O:37][C:38]([CH3:41])([CH3:40])[CH3:39])=[O:36])[CH2:30]2)=[N:6][CH:7]=1)(=[O:26])[NH2:27]. The yield is 0.610. (2) The reactants are [Br:1][C:2]1[CH:3]=[N:4][C:5]2[N:6]([N:8]=[C:9]([C:11]([OH:13])=O)[CH:10]=2)[CH:7]=1.[CH3:14][CH:15]1[C:24]2[C:19](=[C:20]([CH3:25])[CH:21]=[CH:22][CH:23]=2)[CH2:18][CH2:17][NH:16]1. No catalyst specified. The product is [Br:1][C:2]1[CH:3]=[N:4][C:5]2[N:6]([N:8]=[C:9]([C:11]([N:16]3[CH2:17][CH2:18][C:19]4[C:24](=[CH:23][CH:22]=[CH:21][C:20]=4[CH3:25])[CH:15]3[CH3:14])=[O:13])[CH:10]=2)[CH:7]=1. The yield is 0.190. (3) The reactants are [ClH:1].[NH2:2][C:3]1[N:8]=[CH:7][C:6](/[CH:9]=[CH:10]/[C:11]([OH:13])=O)=[CH:5][C:4]=1[CH2:14][N:15]1[CH2:20][CH2:19][N:18]([CH3:21])[CH2:17][CH2:16]1.Cl.[CH3:23][N:24]1CC2C=C(/C=C/C(O)=O)C=NC=2NC(=O)C1.[CH2:41]([O:43][C:44]1[C:52]([O:53][CH3:54])=[CH:51][CH:50]=[CH:49][C:45]=1[CH2:46]CN)[CH3:42].CNCC1C=CC2C(=CC=CC=2)C=1CCC. No catalyst specified. The product is [ClH:1].[NH2:2][C:3]1[N:8]=[CH:7][C:6](/[CH:9]=[CH:10]/[C:11]([N:24]([CH2:46][C:45]2[CH:49]=[CH:50][CH:51]=[C:52]([O:53][CH3:54])[C:44]=2[O:43][CH2:41][CH3:42])[CH3:23])=[O:13])=[CH:5][C:4]=1[CH2:14][N:15]1[CH2:20][CH2:19][N:18]([CH3:21])[CH2:17][CH2:16]1. The yield is 0.250. (4) The reactants are Cl[C:2]([O:4][CH3:5])=[O:3].[O:6]=[S:7]1(=[O:32])[CH:12]=[CH:11][CH:10]([C:13]2[CH:18]=[CH:17][C:16]([N:19]3[CH2:23][C@H:22]([CH2:24][NH:25]C(=O)C(F)F)[O:21][C:20]3=[O:31])=[CH:15][CH:14]=2)[CH2:9][CH2:8]1. The catalyst is N1C=CC=CC=1.ClCCl. The product is [O:32]=[S:7]1(=[O:6])[CH:8]=[CH:9][CH:10]([C:13]2[CH:14]=[CH:15][C:16]([N:19]3[CH2:23][C@H:22]([CH2:24][NH:25][C:2](=[O:3])[O:4][CH3:5])[O:21][C:20]3=[O:31])=[CH:17][CH:18]=2)[CH2:11][CH2:12]1. The yield is 0.780. (5) The reactants are [OH-].[NH4+:2].[N+:3]([C:6]1[CH:10]=[CH:9][S:8][C:7]=1[S:11](Cl)(=[O:13])=[O:12])([O-:5])=[O:4]. The catalyst is O1CCCC1. The product is [N+:3]([C:6]1[CH:10]=[CH:9][S:8][C:7]=1[S:11]([NH2:2])(=[O:13])=[O:12])([O-:5])=[O:4]. The yield is 1.00. (6) The reactants are [NH2:1][C:2]1[C:7]([O:8][CH2:9][C:10]2[CH:17]=[CH:16][CH:15]=[CH:14][C:11]=2C#N)=[CH:6][C:5](Br)=[CH:4][N:3]=1.[C:19]([C:22]1[CH:27]=[CH:26][C:25](B(O)O)=[CH:24][CH:23]=1)([OH:21])=[O:20].C(=O)([O-])[O-].[K+].[K+].CN(C)C=O. The catalyst is [Pd].C1(P(C2C=CC=CC=2)C2C=CC=CC=2)C=CC=CC=1.C1(P(C2C=CC=CC=2)C2C=CC=CC=2)C=CC=CC=1.C1(P(C2C=CC=CC=2)C2C=CC=CC=2)C=CC=CC=1.C1(P(C2C=CC=CC=2)C2C=CC=CC=2)C=CC=CC=1.O. The product is [NH2:1][C:2]1[N:3]=[CH:4][C:5]([C:25]2[CH:26]=[CH:27][C:22]([C:19]([OH:21])=[O:20])=[CH:23][CH:24]=2)=[CH:6][C:7]=1[O:8][CH2:9][C:10]1[CH:11]=[CH:14][C:15]([C:10]([CH3:17])([CH3:11])[CH3:9])=[CH:16][CH:17]=1. The yield is 0.800. (7) The reactants are [F:1][C:2]1[CH:7]=[CH:6][C:5]([C:8]([C:10]2[CH:15]=[CH:14][C:13]([OH:16])=[CH:12][CH:11]=2)=[O:9])=[CH:4][CH:3]=1.[I-:17].[K+].II. The catalyst is [OH-].[NH4+].O. The product is [F:1][C:2]1[CH:7]=[CH:6][C:5]([C:8]([C:10]2[CH:15]=[CH:14][C:13]([OH:16])=[C:12]([I:17])[CH:11]=2)=[O:9])=[CH:4][CH:3]=1. The yield is 0.740. (8) The reactants are Cl[C:2]1[CH:7]=[CH:6][N:5]=[C:4]2[CH:8]=[C:9]([C:11]3[N:12]=[C:13]([CH2:18][N:19]([CH3:21])[CH3:20])[N:14]([CH2:16][CH3:17])[CH:15]=3)[S:10][C:3]=12.[F:22][C:23]1[CH:28]=[C:27]([N+:29]([O-:31])=[O:30])[CH:26]=[CH:25][C:24]=1[OH:32].C(N1C=C(C2SC3C(=NC=CC=3OC3C=CC([N+]([O-])=O)=CC=3F)C=2)N=C1)C. No catalyst specified. The product is [CH2:16]([N:14]1[CH:15]=[C:11]([C:9]2[S:10][C:3]3[C:4](=[N:5][CH:6]=[CH:7][C:2]=3[O:32][C:24]3[CH:25]=[CH:26][C:27]([N+:29]([O-:31])=[O:30])=[CH:28][C:23]=3[F:22])[CH:8]=2)[N:12]=[C:13]1[CH2:18][N:19]([CH3:21])[CH3:20])[CH3:17]. The yield is 0.480. (9) The reactants are Br[C:2]1[CH:25]=[CH:24][C:5]2[N:6]([C:20]([CH3:23])([CH3:22])[CH3:21])[C:7]([C:9]3[CH:14]=[CH:13][CH:12]=[CH:11][C:10]=3[N:15]3[CH:19]=[N:18][CH:17]=[N:16]3)=[N:8][C:4]=2[CH:3]=1.[B:26]1([B:26]2[O:30][C:29]([CH3:32])([CH3:31])[C:28]([CH3:34])([CH3:33])[O:27]2)[O:30][C:29]([CH3:32])([CH3:31])[C:28]([CH3:34])([CH3:33])[O:27]1.CC([O-])=O.[K+]. The catalyst is O1CCOCC1.CCOC(C)=O.C1C=CC(P(C2C=CC=CC=2)[C-]2C=CC=C2)=CC=1.C1C=CC(P(C2C=CC=CC=2)[C-]2C=CC=C2)=CC=1.Cl[Pd]Cl.[Fe+2].C(Cl)Cl. The product is [C:20]([N:6]1[C:5]2[CH:24]=[CH:25][C:2]([B:26]3[O:30][C:29]([CH3:32])([CH3:31])[C:28]([CH3:34])([CH3:33])[O:27]3)=[CH:3][C:4]=2[N:8]=[C:7]1[C:9]1[CH:14]=[CH:13][CH:12]=[CH:11][C:10]=1[N:15]1[CH:19]=[N:18][CH:17]=[N:16]1)([CH3:22])([CH3:21])[CH3:23]. The yield is 0.920.